Predict the reaction yield, written as a fraction of the theoretical maximum amount of product (1.0 means a 100% yield; for example, 0.34 means a 34% yield). From a dataset of Reaction yield outcomes from USPTO patents with 853,638 reactions. (1) The reactants are [Cl:1][C:2]1[CH:20]=[CH:19][C:18]([Cl:21])=[CH:17][C:3]=1[CH2:4][N:5]1[CH2:10][CH2:9][N:8]([CH3:11])[C:7]2[N:12]=[CH:13][C:14](I)=[CH:15][C:6]1=2.[CH3:22][N:23]1[CH2:28][CH2:27][N:26]([C:29]2[CH:34]=[CH:33][C:32](B3OC(C)(C)C(C)(C)O3)=[CH:31][N:30]=2)[CH2:25][CH2:24]1. The yield is 0.430. The product is [Cl:1][C:2]1[CH:20]=[CH:19][C:18]([Cl:21])=[CH:17][C:3]=1[CH2:4][N:5]1[CH2:10][CH2:9][N:8]([CH3:11])[C:7]2[N:12]=[CH:13][C:14]([C:32]3[CH:31]=[N:30][C:29]([N:26]4[CH2:25][CH2:24][N:23]([CH3:22])[CH2:28][CH2:27]4)=[CH:34][CH:33]=3)=[CH:15][C:6]1=2. No catalyst specified. (2) The reactants are [C:1]([C:3]1[C:4]([NH2:10])=[N:5][C:6]([NH2:9])=[CH:7][CH:8]=1)#[CH:2].[C:11](Cl)(=[N:13][OH:14])[CH3:12].[O:16]([C:23]1[CH:28]=[CH:27][CH:26]=[CH:25][CH:24]=1)[C:17]1[CH:22]=[CH:21][CH:20]=[CH:19][CH:18]=1.C(N(CC)CC)C. The catalyst is O1CCCC1. The product is [O:16]([C:23]1[CH:24]=[CH:25][C:26]([CH2:12][C:11]2[CH:2]=[C:1]([C:3]3[C:4]([NH2:10])=[N:5][C:6]([NH2:9])=[CH:7][CH:8]=3)[O:14][N:13]=2)=[CH:27][CH:28]=1)[C:17]1[CH:22]=[CH:21][CH:20]=[CH:19][CH:18]=1. The yield is 0.680. (3) The reactants are [C:1]1([C:11]2[O:12][C:13](=[O:21])[C:14]3[N:20]=[CH:19][CH:18]=[CH:17][C:15]=3[N:16]=2)[C:10]2[C:5](=[CH:6][CH:7]=[CH:8][CH:9]=2)[CH:4]=[CH:3][CH:2]=1.[F:22][C:23]1[CH:24]=[C:25]([CH:28]=[C:29]([F:31])[CH:30]=1)[CH2:26][NH2:27]. No catalyst specified. The product is [F:22][C:23]1[CH:24]=[C:25]([CH:28]=[C:29]([F:31])[CH:30]=1)[CH2:26][NH:27][C:13]([C:14]1[C:15]([NH:16][C:11]([C:1]2[C:10]3[C:5](=[CH:6][CH:7]=[CH:8][CH:9]=3)[CH:4]=[CH:3][CH:2]=2)=[O:12])=[CH:17][CH:18]=[CH:19][N:20]=1)=[O:21]. The yield is 0.0800. (4) The yield is 0.340. The product is [N:1]12[CH2:8][CH2:7][CH:4]([CH2:5][CH2:6]1)[C@@H:3]([NH:9][C:10]([C:12]1[C:16]3[CH:17]=[CH:18][C:19]([N:46]4[CH2:47][CH2:22][O:25][CH2:40][CH2:41]4)=[CH:20][C:15]=3[S:14][N:13]=1)=[O:11])[CH2:2]2. The reactants are [N:1]12[CH2:8][CH2:7][CH:4]([CH2:5][CH2:6]1)[C@@H:3]([NH:9][C:10]([C:12]1[C:16]3[CH:17]=[C:18](Br)[CH:19]=[CH:20][C:15]=3[S:14][N:13]=1)=[O:11])[CH2:2]2.[C:22](=[O:25])(O)[O-].[Cs+].C1(P(C2CCCCC2)C2C=CC=CC=2[C:40]2C=CC=C[C:41]=2[N:46](C)[CH3:47])CCCCC1. The catalyst is C1C=CC(/C=C/C(/C=C/C2C=CC=CC=2)=O)=CC=1.C1C=CC(/C=C/C(/C=C/C2C=CC=CC=2)=O)=CC=1.C1C=CC(/C=C/C(/C=C/C2C=CC=CC=2)=O)=CC=1.[Pd].[Pd]. (5) The reactants are C(O)C.C([O:6][C:7]([C:9]1[N:10]=[C:11]([N:14]2[CH:20]([CH3:21])[CH2:19][C:18]3[CH:22]=[C:23]4[O:28][CH2:27][O:26][C:24]4=[CH:25][C:17]=3[C:16]([C:29]3[CH:34]=[CH:33][C:32]([N+:35]([O-:37])=[O:36])=[CH:31][CH:30]=3)=[N:15]2)[S:12][CH:13]=1)=[O:8])C.[OH-].[Na+].C(O)(=O)C. The catalyst is O. The product is [C:7]([C:9]1[N:10]=[C:11]([N:14]2[CH:20]([CH3:21])[CH2:19][C:18]3[CH:22]=[C:23]4[O:28][CH2:27][O:26][C:24]4=[CH:25][C:17]=3[C:16]([C:29]3[CH:34]=[CH:33][C:32]([N+:35]([O-:37])=[O:36])=[CH:31][CH:30]=3)=[N:15]2)[S:12][CH:13]=1)([OH:8])=[O:6]. The yield is 0.980. (6) The reactants are [Br:1][C:2]1[C:11]2[N:10]=[CH:9][CH:8]=[CH:7][C:6]=2[C:5](=[O:12])[NH:4][CH:3]=1.[H-].[Na+].[CH2:15](Br)[C:16]1[CH:21]=[CH:20][CH:19]=[CH:18][CH:17]=1.[NH4+].[Cl-]. The catalyst is CN(C=O)C.O. The product is [CH2:15]([N:4]1[CH:3]=[C:2]([Br:1])[C:11]2[N:10]=[CH:9][CH:8]=[CH:7][C:6]=2[C:5]1=[O:12])[C:16]1[CH:21]=[CH:20][CH:19]=[CH:18][CH:17]=1. The yield is 0.860.